From a dataset of Reaction yield outcomes from USPTO patents with 853,638 reactions. Predict the reaction yield, written as a fraction of the theoretical maximum amount of product (1.0 means a 100% yield; for example, 0.34 means a 34% yield). (1) The reactants are [CH3:1][C:2]1[CH:11]=[CH:10][C:9]2[C:4](=[CH:5][CH:6]=[CH:7][C:8]=2[N:12]2[CH2:17][CH2:16][N:15]([CH2:18][CH2:19][C:20]3[CH:21]=[C:22]([CH:24]=[CH:25][CH:26]=3)[NH2:23])[CH2:14][CH2:13]2)[N:3]=1.[CH2:27]([S:30](Cl)(=[O:32])=[O:31])[CH2:28][CH3:29]. No catalyst specified. The product is [CH3:1][C:2]1[CH:11]=[CH:10][C:9]2[C:4](=[CH:5][CH:6]=[CH:7][C:8]=2[N:12]2[CH2:13][CH2:14][N:15]([CH2:18][CH2:19][C:20]3[CH:21]=[C:22]([NH:23][S:30]([CH2:27][CH2:28][CH3:29])(=[O:32])=[O:31])[CH:24]=[CH:25][CH:26]=3)[CH2:16][CH2:17]2)[N:3]=1. The yield is 0.620. (2) The reactants are [Cl-].O[NH3+:3].[C:4](=[O:7])([O-])[OH:5].[Na+].CS(C)=O.[CH3:13][C:14]1[N:15]([C:39]2[CH:44]=[CH:43][C:42]([S:45][CH3:46])=[CH:41][CH:40]=2)[C:16](=[O:38])[C:17]([CH2:23][C:24]2[CH:29]=[CH:28][C:27]([C:30]3[C:31]([C:36]#[N:37])=[CH:32][CH:33]=[CH:34][CH:35]=3)=[CH:26][CH:25]=2)=[C:18]([CH2:20][CH2:21][CH3:22])[N:19]=1. The catalyst is O.C(OCC)(=O)C. The product is [CH3:13][C:14]1[N:15]([C:39]2[CH:44]=[CH:43][C:42]([S:45][CH3:46])=[CH:41][CH:40]=2)[C:16](=[O:38])[C:17]([CH2:23][C:24]2[CH:25]=[CH:26][C:27]([C:30]3[CH:35]=[CH:34][CH:33]=[CH:32][C:31]=3[C:36]3[NH:3][C:4](=[O:7])[O:5][N:37]=3)=[CH:28][CH:29]=2)=[C:18]([CH2:20][CH2:21][CH3:22])[N:19]=1. The yield is 0.640. (3) The reactants are N([O-])=O.[Na+].[N+]([O-])(O)=O.[Cl:9][C:10]1[CH:11]=[C:12]([C:16]2[C:25]3[C:20](=[CH:21][CH:22]=[C:23]([C:26]([C:35]4[CH:40]=[CH:39][C:38]([I:41])=[CH:37][CH:36]=4)([C:28]4[N:32]([CH3:33])[C:31](S)=[N:30][N:29]=4)[OH:27])[CH:24]=3)[N:19]3[N:42]=[N:43][N:44]=[C:18]3[N:17]=2)[CH:13]=[CH:14][CH:15]=1.C(=O)([O-])[O-].[K+].[K+]. The catalyst is C1COCC1.CCOC(C)=O.O. The product is [Cl:9][C:10]1[CH:11]=[C:12]([C:16]2[C:25]3[C:20](=[CH:21][CH:22]=[C:23]([C:26]([C:35]4[CH:40]=[CH:39][C:38]([I:41])=[CH:37][CH:36]=4)([C:28]4[N:32]([CH3:33])[CH:31]=[N:30][N:29]=4)[OH:27])[CH:24]=3)[N:19]3[N:42]=[N:43][N:44]=[C:18]3[N:17]=2)[CH:13]=[CH:14][CH:15]=1. The yield is 0.630. (4) The reactants are [Cl:1][C:2]1[C:10]2[C:5](=[CH:6][CH:7]=[CH:8][C:9]=2[N+:11]([O-])=O)[N:4]([CH2:14][CH2:15][N:16]2[CH2:20][CH2:19][CH2:18][CH2:17]2)[N:3]=1.[Cl-].[NH4+]. The catalyst is C(O)C.[Fe]. The product is [Cl:1][C:2]1[C:10]2[C:5](=[CH:6][CH:7]=[CH:8][C:9]=2[NH2:11])[N:4]([CH2:14][CH2:15][N:16]2[CH2:20][CH2:19][CH2:18][CH2:17]2)[N:3]=1. The yield is 0.840. (5) The reactants are [F:1][C:2]1[CH:7]=[CH:6][C:5]([OH:8])=[CH:4][C:3]=1[C:9]([F:12])([F:11])[F:10].F[C:14]1[CH:21]=[CH:20][C:19]([CH:22]=[O:23])=[CH:18][C:15]=1[C:16]#[N:17].C([O-])([O-])=O.[K+].[K+]. The catalyst is CN(C=O)C.CC(=O)OCC. The product is [F:1][C:2]1[CH:7]=[CH:6][C:5]([O:8][C:14]2[CH:21]=[CH:20][C:19]([CH:22]=[O:23])=[CH:18][C:15]=2[C:16]#[N:17])=[CH:4][C:3]=1[C:9]([F:10])([F:11])[F:12]. The yield is 1.01. (6) The reactants are [C:1]([O:5][C:6]([NH:8][CH2:9][CH2:10][CH:11]([CH2:15][C:16]1[CH:21]=[CH:20][C:19]([CH3:22])=[CH:18][CH:17]=1)[C:12]([OH:14])=O)=[O:7])([CH3:4])([CH3:3])[CH3:2].CCN=C=NCCCN(C)C.C1C=CC2N(O)N=NC=2C=1.CN1CCOCC1.[N:51]1([C:57]2[C:66]3[C:61](=[CH:62][CH:63]=[CH:64][CH:65]=3)[N:60]=[CH:59][N:58]=2)[CH2:56][CH2:55][NH:54][CH2:53][CH2:52]1. The catalyst is CN(C=O)C.C(OCC)(=O)C. The yield is 0.640. The product is [C:1]([O:5][C:6](=[O:7])[NH:8][CH2:9][CH2:10][CH:11]([CH2:15][C:16]1[CH:21]=[CH:20][C:19]([CH3:22])=[CH:18][CH:17]=1)[C:12](=[O:14])[N:54]1[CH2:55][CH2:56][N:51]([C:57]2[C:66]3[C:61](=[CH:62][CH:63]=[CH:64][CH:65]=3)[N:60]=[CH:59][N:58]=2)[CH2:52][CH2:53]1)([CH3:2])([CH3:3])[CH3:4]. (7) The reactants are [CH:1](NN=NC1C=CC(C)=CC=1)([CH3:3])[CH3:2].[OH:14][C@@H:15]1[CH2:19][C:18](=[O:20])[C@H:17]([S:21][CH2:22][CH2:23][CH2:24][S:25][CH2:26][C:27]([OH:29])=[O:28])[C@H:16]1/[CH:30]=[CH:31]/[C@@H:32]([OH:38])[CH2:33][CH2:34][CH2:35][CH2:36][CH3:37]. The catalyst is CC(C)=O. The product is [CH:1]([O:28][C:27](=[O:29])[CH2:26][S:25][CH2:24][CH2:23][CH2:22][S:21][C@H:17]1[C:18](=[O:20])[CH2:19][C@@H:15]([OH:14])[C@@H:16]1/[CH:30]=[CH:31]/[C@@H:32]([OH:38])[CH2:33][CH2:34][CH2:35][CH2:36][CH3:37])([CH3:3])[CH3:2]. The yield is 0.380.